From a dataset of Catalyst prediction with 721,799 reactions and 888 catalyst types from USPTO. Predict which catalyst facilitates the given reaction. The catalyst class is: 17. Reactant: [CH2:1]([O:8][C:9]1[C:10](=[O:17])[CH:11]=[C:12]([CH2:15][OH:16])[NH:13][CH:14]=1)[C:2]1[CH:7]=[CH:6][CH:5]=[CH:4][CH:3]=1.[C:18](Cl)(=[O:20])[CH3:19]. Product: [C:18]([O:16][CH2:15][C:12]1[NH:13][CH:14]=[C:9]([O:8][CH2:1][C:2]2[CH:3]=[CH:4][CH:5]=[CH:6][CH:7]=2)[C:10](=[O:17])[CH:11]=1)(=[O:20])[CH3:19].